From a dataset of Catalyst prediction with 721,799 reactions and 888 catalyst types from USPTO. Predict which catalyst facilitates the given reaction. Reactant: [F:1][C:2]1[C:10]2[O:9][N:8]=[C:7]([CH3:11])[C:6]=2[CH:5]=[C:4]([C:12]([O:14]C)=[O:13])[C:3]=1[NH:16][C:17]1[CH:22]=[CH:21][C:20]([I:23])=[CH:19][C:18]=1[F:24].[Li+].[OH-]. Product: [F:1][C:2]1[C:10]2[O:9][N:8]=[C:7]([CH3:11])[C:6]=2[CH:5]=[C:4]([C:12]([OH:14])=[O:13])[C:3]=1[NH:16][C:17]1[CH:22]=[CH:21][C:20]([I:23])=[CH:19][C:18]=1[F:24]. The catalyst class is: 20.